From a dataset of Reaction yield outcomes from USPTO patents with 853,638 reactions. Predict the reaction yield, written as a fraction of the theoretical maximum amount of product (1.0 means a 100% yield; for example, 0.34 means a 34% yield). (1) The reactants are [CH3:1][C:2]1[C:6]([C:7]([C:16]2[O:17][C:18]3[CH:24]=[CH:23][C:22]([CH2:25][C:26]([NH:28][CH:29]([C:36]4[CH:41]=[CH:40][C:39]([CH3:42])=[CH:38][C:37]=4[CH3:43])[C:30]4[CH:35]=[CH:34][CH:33]=[CH:32][CH:31]=4)=[O:27])=[CH:21][C:19]=3[CH:20]=2)([OH:15])[C:8]#[C:9][C:10]([O:12][CH2:13][CH3:14])=[O:11])=[C:5]([CH3:44])[O:4][N:3]=1. The catalyst is C(O)C.[Pd]. The product is [CH3:1][C:2]1[C:6]([C:7]([C:16]2[O:17][C:18]3[CH:24]=[CH:23][C:22]([CH2:25][C:26]([NH:28][CH:29]([C:36]4[CH:41]=[CH:40][C:39]([CH3:42])=[CH:38][C:37]=4[CH3:43])[C:30]4[CH:31]=[CH:32][CH:33]=[CH:34][CH:35]=4)=[O:27])=[CH:21][C:19]=3[CH:20]=2)([OH:15])[CH2:8][CH2:9][C:10]([O:12][CH2:13][CH3:14])=[O:11])=[C:5]([CH3:44])[O:4][N:3]=1. The yield is 0.670. (2) The reactants are [Cl:1][CH2:2][C:3]1([CH3:9])[NH:7][C:6](=[O:8])[CH2:5][CH2:4]1.[Cl:10]OC(C)(C)C. The catalyst is CO. The yield is 0.780. The product is [Cl:10][N:7]1[C:3]([CH2:2][Cl:1])([CH3:9])[CH2:4][CH2:5][C:6]1=[O:8]. (3) The reactants are [F:1][CH:2]([F:21])[O:3][C:4]1[CH:9]=[CH:8][C:7]([C:10](=O)[C:11]([C:13]2[CH:18]=[CH:17][CH:16]=[C:15](O)C=2)=O)=[CH:6][CH:5]=1.Cl.[CH3:23][NH:24][C:25]([NH2:27])=[NH:26].[C:28](=[O:31])([O-])[O-].[Na+].[Na+].C([OH:36])C. No catalyst specified. The product is [NH2:26][C:25]1[N:24]([CH3:23])[C:28](=[O:31])[C:10]([C:7]2[CH:6]=[CH:5][C:4]([O:3][CH:2]([F:1])[F:21])=[CH:9][CH:8]=2)([C:11]2[CH:13]=[CH:18][CH:17]=[C:16]([OH:36])[CH:15]=2)[N:27]=1. The yield is 0.640. (4) The reactants are [CH2:1]([CH:3]([C:6]1[C:7]2[N:8]([C:13](I)=[C:14]([CH3:16])[N:15]=2)[N:9]=[C:10]([CH3:12])[CH:11]=1)[CH2:4][CH3:5])[CH3:2].[S:18]1[CH:22]=[CH:21][N:20]=[CH:19]1.C1(P(C2C=CC=CC=2)C2C=CC=CC=2)C=CC=CC=1.C([O-])([O-])=O.[Cs+].[Cs+].N#N. The catalyst is C1C=CC(/C=C/C(/C=C/C2C=CC=CC=2)=O)=CC=1.C1C=CC(/C=C/C(/C=C/C2C=CC=CC=2)=O)=CC=1.C1C=CC(/C=C/C(/C=C/C2C=CC=CC=2)=O)=CC=1.[Pd].[Pd].C(Cl)Cl.O.CN(C=O)C. The product is [CH2:1]([CH:3]([C:6]1[C:7]2[N:8]([C:13]([C:22]3[S:18][CH:19]=[N:20][CH:21]=3)=[C:14]([CH3:16])[N:15]=2)[N:9]=[C:10]([CH3:12])[CH:11]=1)[CH2:4][CH3:5])[CH3:2]. The yield is 0.700.